From a dataset of Full USPTO retrosynthesis dataset with 1.9M reactions from patents (1976-2016). Predict the reactants needed to synthesize the given product. (1) Given the product [CH:31]1([CH2:30][O:29][C:21]2[CH:22]=[CH:23][C:24]([CH:26]([F:28])[F:27])=[CH:25][C:20]=2[C:19]2[C:14]3[NH:13][C:12]([CH3:34])=[C:11]([C:9]([NH:8][C@H:5]4[CH2:6][CH2:7][C@H:3]([NH:2][C:38](=[O:39])[CH2:37][O:36][CH3:35])[CH2:4]4)=[O:10])[C:15]=3[N:16]=[CH:17][N:18]=2)[CH2:33][CH2:32]1, predict the reactants needed to synthesize it. The reactants are: Cl.[NH2:2][C@H:3]1[CH2:7][CH2:6][C@H:5]([NH:8][C:9]([C:11]2[C:15]3[N:16]=[CH:17][N:18]=[C:19]([C:20]4[CH:25]=[C:24]([CH:26]([F:28])[F:27])[CH:23]=[CH:22][C:21]=4[O:29][CH2:30][CH:31]4[CH2:33][CH2:32]4)[C:14]=3[NH:13][C:12]=2[CH3:34])=[O:10])[CH2:4]1.[CH3:35][O:36][CH2:37][C:38](Cl)=[O:39]. (2) Given the product [Ge:1]([Cl:5])([Cl:4])([Cl:3])[Cl:2].[Al:8]([CH2:11][CH3:12])([CH2:9][CH3:10])[CH2:6][CH3:7], predict the reactants needed to synthesize it. The reactants are: [Ge:1]([Cl:5])([Cl:4])([Cl:3])[Cl:2].[CH2:6]([Al:8]([CH2:11][CH3:12])[CH2:9][CH3:10])[CH3:7].C(N(CCC)CCC)CC.C([Al](CC)CC)C.C(N(CCC)CCC)CC. (3) Given the product [C:3]1([C:8]2[CH:9]=[CH:10][CH:11]=[CH:12][CH:13]=2)[CH:4]=[CH:5][CH:6]=[CH:7][C:2]=1[O:1][CH2:19][CH2:20][CH2:21][CH2:22][CH2:23][CH2:24][CH2:25][CH2:26][OH:27], predict the reactants needed to synthesize it. The reactants are: [OH:1][C:2]1[CH:7]=[CH:6][CH:5]=[CH:4][C:3]=1[C:8]1[CH:13]=[CH:12][CH:11]=[CH:10][CH:9]=1.[I-].[Na+].[OH-].[Na+].Cl[CH2:19][CH2:20][CH2:21][CH2:22][CH2:23][CH2:24][CH2:25][CH2:26][OH:27]. (4) Given the product [CH2:1]([CH:3]([N:7]1[CH2:11][CH2:10][CH2:9][C:8]1=[O:12])[C:4]([OH:6])=[O:5])[CH3:2].[CH2:1]([C@@H:3]([N:7]1[CH2:11][CH2:10][CH2:9][C:8]1=[O:12])[C:4]([OH:6])=[O:5])[CH3:2], predict the reactants needed to synthesize it. The reactants are: [CH2:1]([CH:3]([N:7]1[CH2:11][CH2:10][CH2:9][C:8]1=[O:12])[C:4]([OH:6])=[O:5])[CH3:2].N.NC(CC)C(N)=O. (5) The reactants are: F[C:2]1[CH:3]=[N:4][C:5]2[C:10]([N:11]=1)=[C:9]([C:12]1[NH:20][C:19]3[CH2:18][CH2:17][NH:16][C:15](=[O:21])[C:14]=3[CH:13]=1)[CH:8]=[CH:7][CH:6]=2.[CH2:22]([NH:24][C:25]1[CH:30]=[CH:29][CH:28]=[CH:27][CH:26]=1)[CH3:23].C[Si]([N-][Si](C)(C)C)(C)C.[Na+]. Given the product [CH2:22]([N:24]([C:25]1[CH:30]=[CH:29][CH:28]=[CH:27][CH:26]=1)[C:2]1[CH:3]=[N:4][C:5]2[C:10]([N:11]=1)=[C:9]([C:12]1[NH:20][C:19]3[CH2:18][CH2:17][NH:16][C:15](=[O:21])[C:14]=3[CH:13]=1)[CH:8]=[CH:7][CH:6]=2)[CH3:23], predict the reactants needed to synthesize it.